Task: Predict which catalyst facilitates the given reaction.. Dataset: Catalyst prediction with 721,799 reactions and 888 catalyst types from USPTO (1) Reactant: [C:1]([NH:8][C@H:9]([C:19]([O:21][C:22]([CH3:25])([CH3:24])[CH3:23])=[O:20])[CH2:10][CH2:11][C:12]([O:14][C:15]([CH3:18])([CH3:17])[CH3:16])=[O:13])([O:3][C:4]([CH3:7])([CH3:6])[CH3:5])=[O:2].C[Si]([N-][Si](C)(C)C)(C)C.[Li+].[I:36][C:37]1[CH:44]=[CH:43][C:40]([CH2:41]Br)=[CH:39][CH:38]=1. Product: [C:22]([O:21][C:19](=[O:20])[C@@H:9]([NH:8][C:1]([O:3][C:4]([CH3:7])([CH3:6])[CH3:5])=[O:2])[CH2:10][C@H:11]([CH2:41][C:40]1[CH:43]=[CH:44][C:37]([I:36])=[CH:38][CH:39]=1)[C:12]([O:14][C:15]([CH3:16])([CH3:18])[CH3:17])=[O:13])([CH3:25])([CH3:24])[CH3:23]. The catalyst class is: 7. (2) Reactant: [CH2:1]([O:3][C:4](=[O:16])[C:5]([C:8]1[CH:13]=[CH:12][CH:11]=[C:10]([C:14]#[CH:15])[CH:9]=1)([CH3:7])[CH3:6])[CH3:2].[CH3:17][O:18][C:19](=[O:28])[CH2:20][C:21]1[CH:26]=[CH:25][C:24](I)=[CH:23][CH:22]=1.C(N(CC)CC)C.C(OCC)(=O)C. Product: [CH2:1]([O:3][C:4](=[O:16])[C:5]([C:8]1[CH:13]=[CH:12][CH:11]=[C:10]([C:14]#[C:15][C:24]2[CH:25]=[CH:26][C:21]([CH2:20][C:19]([O:18][CH3:17])=[O:28])=[CH:22][CH:23]=2)[CH:9]=1)([CH3:6])[CH3:7])[CH3:2]. The catalyst class is: 730. (3) Reactant: [F:1][C:2]([F:16])([F:15])[C:3]1[CH:4]=[C:5]([C:9]2[CH:10]=[N:11][NH:12][C:13]=2[NH2:14])[CH:6]=[CH:7][CH:8]=1.CN1[CH:23]=[CH:22][C:21](=[O:24])N(C)C1=O.[O-]CC.[Na+]. Product: [F:16][C:2]([F:1])([F:15])[C:3]1[CH:4]=[C:5]([C:9]2[CH:10]=[N:11][N:12]3[CH:23]=[CH:22][C:21](=[O:24])[NH:14][C:13]=23)[CH:6]=[CH:7][CH:8]=1. The catalyst class is: 8. (4) Reactant: [O:1]=[C:2]1[C:11]([C:12]2[CH:16]=[CH:15][NH:14][N:13]=2)=[CH:10][C:9]2[C:4](=[CH:5][C:6]([N:17]3[CH2:22][CH2:21][N:20]([C:23]([O:25][C:26]([CH3:29])([CH3:28])[CH3:27])=[O:24])[CH2:19][CH2:18]3)=[CH:7][CH:8]=2)[O:3]1.[C:30]([O-])([O-])=O.[Cs+].[Cs+].IC. Product: [CH3:30][N:14]1[CH:15]=[CH:16][C:12]([C:11]2[C:2](=[O:1])[O:3][C:4]3[C:9]([CH:10]=2)=[CH:8][CH:7]=[C:6]([N:17]2[CH2:18][CH2:19][N:20]([C:23]([O:25][C:26]([CH3:29])([CH3:28])[CH3:27])=[O:24])[CH2:21][CH2:22]2)[CH:5]=3)=[N:13]1. The catalyst class is: 3. (5) Reactant: C([O:3][C:4](=[O:15])[C:5]1[CH:10]=[CH:9][C:8]([Cl:11])=[CH:7][C:6]=1[O:12][CH2:13][CH3:14])C.[OH-].[K+].Cl. Product: [Cl:11][C:8]1[CH:9]=[CH:10][C:5]([C:4]([OH:15])=[O:3])=[C:6]([O:12][CH2:13][CH3:14])[CH:7]=1. The catalyst class is: 8. (6) Reactant: [CH:1]1([NH:6][C:7]2[CH:8]=[C:9]([CH2:24][S:25]([CH3:28])(=[O:27])=[O:26])[CH:10]=[C:11]3[C:15]=2[NH:14][C:13]([C:16]2[S:17][CH2:18][C@@H:19]([CH2:21][CH2:22]I)[N:20]=2)=[CH:12]3)[CH2:5][CH2:4][CH2:3][CH2:2]1.[NH:29]1[CH2:34][CH2:33][O:32][CH2:31][CH2:30]1. Product: [CH:1]1([NH:6][C:7]2[CH:8]=[C:9]([CH2:24][S:25]([CH3:28])(=[O:27])=[O:26])[CH:10]=[C:11]3[C:15]=2[NH:14][C:13]([C:16]2[S:17][CH2:18][C@@H:19]([CH2:21][CH2:22][N:29]4[CH2:34][CH2:33][O:32][CH2:31][CH2:30]4)[N:20]=2)=[CH:12]3)[CH2:5][CH2:4][CH2:3][CH2:2]1. The catalyst class is: 9. (7) Reactant: [OH-].[Na+].C1COCC1.[Cl:8][C:9]1[CH:10]=[CH:11][C:12]([CH2:31][N:32]([C:34]2[CH:39]=[CH:38][C:37]([C:40]3[CH:45]=[CH:44][C:43]([Cl:46])=[CH:42][CH:41]=3)=[CH:36][CH:35]=2)[CH3:33])=[C:13]([C:15]2[CH:16]=[CH:17][C:18]([C:21]([NH:23][CH2:24][CH2:25][C:26]([O:28]CC)=[O:27])=[O:22])=[N:19][CH:20]=2)[CH:14]=1. Product: [Cl:8][C:9]1[CH:10]=[CH:11][C:12]([CH2:31][N:32]([C:34]2[CH:39]=[CH:38][C:37]([C:40]3[CH:41]=[CH:42][C:43]([Cl:46])=[CH:44][CH:45]=3)=[CH:36][CH:35]=2)[CH3:33])=[C:13]([C:15]2[CH:16]=[CH:17][C:18]([C:21]([NH:23][CH2:24][CH2:25][C:26]([OH:28])=[O:27])=[O:22])=[N:19][CH:20]=2)[CH:14]=1. The catalyst class is: 5. (8) Reactant: [Cl:1][CH2:2][CH2:3][CH2:4][CH:5]([CH:17]1[CH2:22][CH2:21][CH2:20][CH2:19][CH2:18]1)[C:6]([NH:8][NH:9]C(OC(C)(C)C)=O)=[O:7]. Product: [ClH:1].[Cl:1][CH2:2][CH2:3][CH2:4][CH:5]([CH:17]1[CH2:22][CH2:21][CH2:20][CH2:19][CH2:18]1)[C:6]([NH:8][NH2:9])=[O:7]. The catalyst class is: 89. (9) Reactant: [CH3:1][CH:2]1[NH:7][CH2:6][CH2:5][N:4]([C:8]2[C:13]([O:14][CH3:15])=[C:12]3[N:16]([CH:24]4[CH2:26][CH2:25]4)[CH:17]=[C:18]([C:21]([OH:23])=[O:22])[C:19](=[O:20])[C:11]3=[CH:10][C:9]=2[F:27])[CH2:3]1.[CH3:28][C:29]([O:32][C:33](O[C:33]([O:32][C:29]([CH3:31])([CH3:30])[CH3:28])=[O:34])=[O:34])([CH3:31])[CH3:30].[OH-].[Na+]. Product: [C:29]([O:32][C:33]([N:7]1[CH2:6][CH2:5][N:4]([C:8]2[C:13]([O:14][CH3:15])=[C:12]3[C:11]([C:19](=[O:20])[C:18]([C:21]([OH:23])=[O:22])=[CH:17][N:16]3[CH:24]3[CH2:26][CH2:25]3)=[CH:10][C:9]=2[F:27])[CH2:3][CH:2]1[CH3:1])=[O:34])([CH3:31])([CH3:30])[CH3:28]. The catalyst class is: 1.